This data is from Catalyst prediction with 721,799 reactions and 888 catalyst types from USPTO. The task is: Predict which catalyst facilitates the given reaction. (1) Reactant: Br[C:2]1[CH:7]=[CH:6][C:5]([S:8]([N:11]2[CH2:27][CH2:26][C:14]3([O:19][CH2:18][C:17](=[O:20])[N:16]([CH2:21][C:22]([F:25])([F:24])[F:23])[CH2:15]3)[CH2:13][CH2:12]2)(=[O:10])=[O:9])=[CH:4][CH:3]=1.CC1(C)C(C)(C)OB([C:36]2[CH:45]=[C:44]3[C:39]([CH:40]=[CH:41][CH:42]=[N:43]3)=[CH:38][CH:37]=2)O1.C(=O)([O-])[O-].[K+].[K+]. Product: [N:43]1[C:44]2[C:39](=[CH:38][CH:37]=[C:36]([C:2]3[CH:7]=[CH:6][C:5]([S:8]([N:11]4[CH2:12][CH2:13][C:14]5([O:19][CH2:18][C:17](=[O:20])[N:16]([CH2:21][C:22]([F:24])([F:23])[F:25])[CH2:15]5)[CH2:26][CH2:27]4)(=[O:9])=[O:10])=[CH:4][CH:3]=3)[CH:45]=2)[CH:40]=[CH:41][CH:42]=1. The catalyst class is: 669. (2) Reactant: [F:1][C:2]1[CH:3]=[C:4]([CH:26]=[CH:27][C:28]=1[O:29][C:30]1[CH:31]=[N:32][C:33]([F:36])=[CH:34][CH:35]=1)[CH2:5][O:6][C:7]1[CH:8]=[C:9]2[N:16](C(OC(C)(C)C)=O)[C:15]([CH3:25])([CH3:24])[CH2:14][N:10]2[C:11](=[O:13])[N:12]=1.C(O)(C(F)(F)F)=O. Product: [F:1][C:2]1[CH:3]=[C:4]([CH:26]=[CH:27][C:28]=1[O:29][C:30]1[CH:31]=[N:32][C:33]([F:36])=[CH:34][CH:35]=1)[CH2:5][O:6][C:7]1[CH:8]=[C:9]2[NH:16][C:15]([CH3:25])([CH3:24])[CH2:14][N:10]2[C:11](=[O:13])[N:12]=1. The catalyst class is: 4. (3) Reactant: [CH:1]1([C:6]2[CH:36]=[CH:35][C:9]([CH2:10][O:11][C:12]3[CH:20]=[CH:19][C:18]4[N:17]5[CH2:21][CH2:22][CH:23]([CH2:24][C:25]([O:27]C(C)(C)C)=[O:26])[C:16]5=[C:15]([CH:32]5[CH2:34][CH2:33]5)[C:14]=4[CH:13]=3)=[CH:8][C:7]=2[C:37]([F:40])([F:39])[F:38])[CH2:5][CH2:4][CH2:3][CH2:2]1.NC(CS)C(O)=O. Product: [CH:1]1([C:6]2[CH:36]=[CH:35][C:9]([CH2:10][O:11][C:12]3[CH:20]=[CH:19][C:18]4[N:17]5[CH2:21][CH2:22][CH:23]([CH2:24][C:25]([OH:27])=[O:26])[C:16]5=[C:15]([CH:32]5[CH2:34][CH2:33]5)[C:14]=4[CH:13]=3)=[CH:8][C:7]=2[C:37]([F:40])([F:38])[F:39])[CH2:2][CH2:3][CH2:4][CH2:5]1. The catalyst class is: 67. (4) Reactant: [OH:1][CH:2]1[CH2:7][CH2:6][CH2:5][CH2:4]O1.[CH2:8]([O:10][C:11](=[O:13])[CH3:12])[CH3:9]. Product: [CH2:8]([O:10][C:11](=[O:13])[CH:12]=[CH:4][CH2:5][CH2:6][CH2:7][CH2:2][OH:1])[CH3:9]. The catalyst class is: 7. (5) Reactant: [Cl:1][C:2]1[CH:3]=[CH:4][C:5]([O:12][CH3:13])=[C:6]([S:8](Cl)(=[O:10])=[O:9])[CH:7]=1.[CH3:14][NH2:15]. Product: [Cl:1][C:2]1[CH:3]=[CH:4][C:5]([O:12][CH3:13])=[C:6]([S:8]([NH:15][CH3:14])(=[O:10])=[O:9])[CH:7]=1. The catalyst class is: 7. (6) Reactant: [CH2:1]([OH:7])[CH2:2][CH:3]([OH:6])[CH2:4][CH3:5].[H-].[Na+].[Si:10](Cl)([C:13]([CH3:16])([CH3:15])[CH3:14])([CH3:12])[CH3:11]. Product: [C:13]([Si:10]([CH3:12])([CH3:11])[O:6][CH:3]1[CH2:4][CH2:5][CH:1]([OH:7])[CH2:2]1)([CH3:16])([CH3:15])[CH3:14]. The catalyst class is: 1.